From a dataset of NCI-60 drug combinations with 297,098 pairs across 59 cell lines. Regression. Given two drug SMILES strings and cell line genomic features, predict the synergy score measuring deviation from expected non-interaction effect. (1) Drug 1: CCCS(=O)(=O)NC1=C(C(=C(C=C1)F)C(=O)C2=CNC3=C2C=C(C=N3)C4=CC=C(C=C4)Cl)F. Drug 2: COC1=NC(=NC2=C1N=CN2C3C(C(C(O3)CO)O)O)N. Cell line: SW-620. Synergy scores: CSS=-18.8, Synergy_ZIP=10.7, Synergy_Bliss=0.486, Synergy_Loewe=-18.6, Synergy_HSA=-18.4. (2) Synergy scores: CSS=32.7, Synergy_ZIP=12.2, Synergy_Bliss=16.2, Synergy_Loewe=14.1, Synergy_HSA=18.0. Drug 1: C1CCC(CC1)NC(=O)N(CCCl)N=O. Cell line: MDA-MB-231. Drug 2: C1=CC=C(C=C1)NC(=O)CCCCCCC(=O)NO. (3) Drug 1: CCC(=C(C1=CC=CC=C1)C2=CC=C(C=C2)OCCN(C)C)C3=CC=CC=C3.C(C(=O)O)C(CC(=O)O)(C(=O)O)O. Drug 2: C1CNP(=O)(OC1)N(CCCl)CCCl. Cell line: UACC62. Synergy scores: CSS=-2.51, Synergy_ZIP=1.62, Synergy_Bliss=1.60, Synergy_Loewe=-0.919, Synergy_HSA=-1.10. (4) Drug 1: CC1OCC2C(O1)C(C(C(O2)OC3C4COC(=O)C4C(C5=CC6=C(C=C35)OCO6)C7=CC(=C(C(=C7)OC)O)OC)O)O. Drug 2: C1=NC2=C(N=C(N=C2N1C3C(C(C(O3)CO)O)F)Cl)N. Cell line: A549. Synergy scores: CSS=51.0, Synergy_ZIP=-2.39, Synergy_Bliss=-3.04, Synergy_Loewe=-4.79, Synergy_HSA=-0.651. (5) Drug 1: C1=CC(=CC=C1CC(C(=O)O)N)N(CCCl)CCCl.Cl. Drug 2: CCCCC(=O)OCC(=O)C1(CC(C2=C(C1)C(=C3C(=C2O)C(=O)C4=C(C3=O)C=CC=C4OC)O)OC5CC(C(C(O5)C)O)NC(=O)C(F)(F)F)O. Cell line: RPMI-8226. Synergy scores: CSS=4.52, Synergy_ZIP=-2.86, Synergy_Bliss=3.04, Synergy_Loewe=-3.21, Synergy_HSA=-1.31. (6) Drug 1: CC1=C(C=C(C=C1)NC2=NC=CC(=N2)N(C)C3=CC4=NN(C(=C4C=C3)C)C)S(=O)(=O)N.Cl. Drug 2: COC1=C2C(=CC3=C1OC=C3)C=CC(=O)O2. Cell line: RXF 393. Synergy scores: CSS=7.46, Synergy_ZIP=3.23, Synergy_Bliss=8.10, Synergy_Loewe=4.79, Synergy_HSA=5.56.